Dataset: NCI-60 drug combinations with 297,098 pairs across 59 cell lines. Task: Regression. Given two drug SMILES strings and cell line genomic features, predict the synergy score measuring deviation from expected non-interaction effect. Drug 1: CC1=C(C=C(C=C1)NC2=NC=CC(=N2)N(C)C3=CC4=NN(C(=C4C=C3)C)C)S(=O)(=O)N.Cl. Drug 2: C(CN)CNCCSP(=O)(O)O. Cell line: A498. Synergy scores: CSS=-4.19, Synergy_ZIP=1.47, Synergy_Bliss=1.41, Synergy_Loewe=-2.28, Synergy_HSA=-2.06.